Dataset: Forward reaction prediction with 1.9M reactions from USPTO patents (1976-2016). Task: Predict the product of the given reaction. (1) Given the reactants Cl[C:2]1[CH:3]=C(C(N[C@@H](CC2C=CC(C3N=C4C(C)=CC=CN4C=3)=CC=2)CCC(O)=O)=O)[CH:5]=[CH:6][C:7]=1[O:8][CH:9]([CH3:11])[CH3:10].C([N:40]([CH2:43]C)CC)C.Cl[C:46]([O:48][CH2:49][CH3:50])=O.C1C[O:54]CC1, predict the reaction product. The product is: [C:43]([C:2]1[CH:3]=[C:50]([CH:5]=[CH:6][C:7]=1[O:8][CH:9]([CH3:10])[CH3:11])[C:49]([O:48][CH3:46])=[O:54])#[N:40]. (2) Given the reactants [F:1][C:2]1[CH:18]=[C:17]([N+:19]([O-])=O)[CH:16]=[CH:15][C:3]=1[O:4][C:5]1[CH:10]=[CH:9][N:8]=[C:7]2[NH:11][C:12]([CH3:14])=[CH:13][C:6]=12.[Cl-].[NH4+], predict the reaction product. The product is: [F:1][C:2]1[CH:18]=[C:17]([NH2:19])[CH:16]=[CH:15][C:3]=1[O:4][C:5]1[CH:10]=[CH:9][N:8]=[C:7]2[NH:11][C:12]([CH3:14])=[CH:13][C:6]=12. (3) Given the reactants [H-].[Na+].[N:3]1[CH:8]=[CH:7][CH:6]=[CH:5][C:4]=1[C:9]1[CH:14]=[CH:13][C:12]([C:15]2[C:16](=[O:24])[NH:17][C:18]3([CH2:23][CH2:22][CH2:21][CH2:20]3)[N:19]=2)=[CH:11][CH:10]=1.Br[CH2:26][C:27]([NH:29][C:30]1[CH:35]=[CH:34][CH:33]=[C:32]([C:36]([F:39])([F:38])[F:37])[CH:31]=1)=[O:28], predict the reaction product. The product is: [O:24]=[C:16]1[C:15]([C:12]2[CH:11]=[CH:10][C:9]([C:4]3[CH:5]=[CH:6][CH:7]=[CH:8][N:3]=3)=[CH:14][CH:13]=2)=[N:19][C:18]2([CH2:23][CH2:22][CH2:21][CH2:20]2)[N:17]1[CH2:26][C:27]([NH:29][C:30]1[CH:35]=[CH:34][CH:33]=[C:32]([C:36]([F:37])([F:38])[F:39])[CH:31]=1)=[O:28].